From a dataset of Forward reaction prediction with 1.9M reactions from USPTO patents (1976-2016). Predict the product of the given reaction. (1) The product is: [CH3:3][C:2]([OH:41])([C:4]1[CH:5]=[CH:6][CH:7]=[CH:8][C:9]=1[CH2:10][CH2:11][C@@H:12]([S:32][CH2:33][C:34]1([CH2:37][C:38]([OH:40])=[O:39])[CH2:35][CH2:36]1)[C:13]1[CH:14]=[CH:15][CH:16]=[C:17](/[CH:19]=[CH:20]/[C:21]2[CH:22]=[CH:23][C:24]3[CH:25]=[CH:26][C:27]([Cl:31])=[CH:28][C:29]=3[N:30]=2)[CH:18]=1)[CH3:1]. Given the reactants [CH3:1][C:2]([OH:41])([C:4]1[CH:5]=[CH:6][CH:7]=[CH:8][C:9]=1[CH2:10][CH2:11][C@@H:12]([S:32][CH2:33][C:34]1([CH2:37][C:38]([O-:40])=[O:39])[CH2:36][CH2:35]1)[C:13]1[CH:14]=[CH:15][CH:16]=[C:17](/[CH:19]=[CH:20]/[C:21]2[CH:22]=[CH:23][C:24]3[CH:25]=[CH:26][C:27]([Cl:31])=[CH:28][C:29]=3[N:30]=2)[CH:18]=1)[CH3:3].[Na+].Cl, predict the reaction product. (2) Given the reactants Cl[C:2]1[N:11]=[C:10]([NH:12][CH2:13][C:14]2[CH:19]=[CH:18][C:17]([NH:20][C:21](=[O:29])[C:22]3[CH:27]=[CH:26][C:25]([F:28])=[CH:24][CH:23]=3)=[CH:16][CH:15]=2)[C:9]2[C:4](=[CH:5][CH:6]=[CH:7][CH:8]=2)[N:3]=1.[CH:30]1([NH2:36])[CH2:35][CH2:34][CH2:33][CH2:32][CH2:31]1, predict the reaction product. The product is: [CH:30]1([NH:36][C:2]2[N:11]=[C:10]([NH:12][CH2:13][C:14]3[CH:15]=[CH:16][C:17]([NH:20][C:21](=[O:29])[C:22]4[CH:23]=[CH:24][C:25]([F:28])=[CH:26][CH:27]=4)=[CH:18][CH:19]=3)[C:9]3[C:4](=[CH:5][CH:6]=[CH:7][CH:8]=3)[N:3]=2)[CH2:35][CH2:34][CH2:33][CH2:32][CH2:31]1. (3) Given the reactants Cl[C:2]1[CH:27]=[CH:26][C:5]([CH2:6][O:7][C:8]2[CH:16]=[CH:15][C:14]3[NH:13][C:12]4[CH:17]([CH2:20][C:21]([O:23]CC)=[O:22])[CH2:18][CH2:19][C:11]=4[C:10]=3[CH:9]=2)=[CH:4][C:3]=1[C:28]([F:31])([F:30])[F:29].C1(P(C2CCCCC2)C2C=CC=CC=2[C:45]2C=CC=C[C:46]=2[N:51](C)C)CCCCC1.C(N)C.C1COCC1.CC(C)([O-])C.[Na+], predict the reaction product. The product is: [CH2:46]([NH:51][C:2]1[CH:27]=[CH:26][C:5]([CH2:6][O:7][C:8]2[CH:16]=[CH:15][C:14]3[NH:13][C:12]4[CH:17]([CH2:20][C:21]([OH:23])=[O:22])[CH2:18][CH2:19][C:11]=4[C:10]=3[CH:9]=2)=[CH:4][C:3]=1[C:28]([F:30])([F:31])[F:29])[CH3:45]. (4) The product is: [F:1][C:2]1[CH:8]=[C:7]([N:13]2[CH:14]=[CH:15][C:11]([CH3:10])=[N:12]2)[CH:6]=[CH:5][C:3]=1[NH2:4]. Given the reactants [F:1][C:2]1[CH:8]=[C:7](I)[CH:6]=[CH:5][C:3]=1[NH2:4].[CH3:10][C:11]1[CH:15]=[CH:14][NH:13][N:12]=1.C([O-])([O-])=O.[Cs+].[Cs+].N[C@@H]1CCCC[C@H]1N, predict the reaction product. (5) Given the reactants CO[C:3]([C:5]1[C:6]([OH:28])=[C:7]2[C:12](=[CH:13][N:14]=1)[N:11]([CH2:15][CH:16]([CH2:19][CH3:20])[CH2:17][CH3:18])[C:10](=[O:21])[C:9]([C:22]1[CH:27]=[CH:26][CH:25]=[CH:24][CH:23]=1)=[CH:8]2)=[O:4].[NH2:29][CH2:30][CH2:31][C:32]([OH:34])=[O:33].C[O-].[Na+], predict the reaction product. The product is: [CH2:19]([CH:16]([CH2:17][CH3:18])[CH2:15][N:11]1[C:12]2[C:7](=[C:6]([OH:28])[C:5]([C:3]([NH:29][CH2:30][CH2:31][C:32]([OH:34])=[O:33])=[O:4])=[N:14][CH:13]=2)[CH:8]=[C:9]([C:22]2[CH:27]=[CH:26][CH:25]=[CH:24][CH:23]=2)[C:10]1=[O:21])[CH3:20]. (6) Given the reactants [CH2:1]([O:3][C:4](=[O:27])[C:5](=O)[CH:6]([C:19]1[CH:24]=[CH:23][C:22]([F:25])=[CH:21][CH:20]=1)[C:7]([C:9]1[CH:14]=[C:13]([CH2:15][CH3:16])[C:12]([OH:17])=[CH:11][C:10]=1[OH:18])=[O:8])[CH3:2].CCOC(C)=O.CCCCCC, predict the reaction product. The product is: [CH2:1]([O:3][C:4]([C:5]1[O:18][C:10]2[C:9]([C:7](=[O:8])[C:6]=1[C:19]1[CH:24]=[CH:23][C:22]([F:25])=[CH:21][CH:20]=1)=[CH:14][C:13]([CH2:15][CH3:16])=[C:12]([OH:17])[CH:11]=2)=[O:27])[CH3:2]. (7) Given the reactants [N+:1]([C:4]1[CH:5]=[N:6][C:7]2[C:12]([C:13]=1[NH:14][C@H:15]([CH2:18][CH3:19])[CH2:16][OH:17])=[CH:11][CH:10]=[CH:9][CH:8]=2)([O-])=O, predict the reaction product. The product is: [NH2:1][C:4]1[CH:5]=[N:6][C:7]2[C:12]([C:13]=1[NH:14][C@H:15]([CH2:18][CH3:19])[CH2:16][OH:17])=[CH:11][CH:10]=[CH:9][CH:8]=2.